Task: Predict which catalyst facilitates the given reaction.. Dataset: Catalyst prediction with 721,799 reactions and 888 catalyst types from USPTO (1) Product: [C:20]([C:9]1[C:10]([C:12]2[CH:13]=[C:14]([Cl:19])[CH:15]=[C:16]([Cl:18])[CH:17]=2)=[CH:11][N:7]([CH2:6][C:5]([OH:22])=[O:4])[CH:8]=1)#[N:21]. Reactant: [Li+].[OH-].C[O:4][C:5](=[O:22])[CH2:6][N:7]1[CH:11]=[C:10]([C:12]2[CH:17]=[C:16]([Cl:18])[CH:15]=[C:14]([Cl:19])[CH:13]=2)[C:9]([C:20]#[N:21])=[CH:8]1.C1COCC1.Cl. The catalyst class is: 34. (2) Reactant: [CH3:1][O:2][C:3](=[O:21])[CH2:4][C:5]1[CH:10]=[CH:9][C:8]([C:11]([C:13]2[CH:18]=[CH:17][C:16]([O:19]C)=[CH:15][CH:14]=2)=[O:12])=[CH:7][CH:6]=1.[Al+3].[Cl-].[Cl-].[Cl-].O. Product: [CH3:1][O:2][C:3](=[O:21])[CH2:4][C:5]1[CH:6]=[CH:7][C:8]([C:11]([C:13]2[CH:14]=[CH:15][C:16]([OH:19])=[CH:17][CH:18]=2)=[O:12])=[CH:9][CH:10]=1. The catalyst class is: 48. (3) Reactant: [Cl:1][C:2]1[S:6][C:5]([NH:7][C:8](=[O:29])[N:9]([CH2:14][CH2:15][CH:16]([C:23]2[CH:28]=[CH:27][CH:26]=[CH:25][CH:24]=2)[C:17]2[CH:22]=[CH:21][CH:20]=[CH:19][CH:18]=2)[CH2:10][CH2:11]SC)=[N:4][C:3]=1[C:30]1[CH:35]=[CH:34][C:33]([NH:36][S:37]([CH3:40])(=[O:39])=[O:38])=[CH:32][CH:31]=1.OO[S:43]([O-:45])=[O:44].[K+].[CH3:47]O. Product: [ClH:1].[Cl:1][C:2]1[S:6][C:5]([NH:7][C:8](=[O:29])[N:9]([CH2:14][CH2:15][CH:16]([C:23]2[CH:28]=[CH:27][CH:26]=[CH:25][CH:24]=2)[C:17]2[CH:18]=[CH:19][CH:20]=[CH:21][CH:22]=2)[CH2:10][CH2:11][S:43]([CH3:47])(=[O:45])=[O:44])=[N:4][C:3]=1[C:30]1[CH:35]=[CH:34][C:33]([NH:36][S:37]([CH3:40])(=[O:38])=[O:39])=[CH:32][CH:31]=1. The catalyst class is: 232. (4) Reactant: Cl[C:2]1[N:3]=[C:4]([N:16]2[CH2:21][CH2:20][O:19][CH2:18][CH2:17]2)[C:5]2[CH:10]=[CH:9][N:8]([CH2:11][C:12]([F:15])([F:14])[F:13])[C:6]=2[N:7]=1.CC1(C)C(C)(C)OB([C:30]2[CH:39]=[CH:38][C:33]3[NH:34][C:35]([NH2:37])=[N:36][C:32]=3[CH:31]=2)O1.C(=O)(O)[O-].[K+]. Product: [N:16]1([C:4]2[C:5]3[CH:10]=[CH:9][N:8]([CH2:11][C:12]([F:15])([F:14])[F:13])[C:6]=3[N:7]=[C:2]([C:30]3[CH:39]=[CH:38][C:33]4[NH:34][C:35]([NH2:37])=[N:36][C:32]=4[CH:31]=3)[N:3]=2)[CH2:21][CH2:20][O:19][CH2:18][CH2:17]1. The catalyst class is: 455. (5) Reactant: [Cl:1][C:2]1[CH:7]=[CH:6][C:5]([C:8]2[N:9]([CH2:14][CH:15]=[CH2:16])[C:10](=[O:13])[NH:11][N:12]=2)=[CH:4][CH:3]=1.Cl[CH2:18][C:19]1[N:23]([CH2:24][C:25]2[C:30]([Cl:31])=[CH:29][CH:28]=[CH:27][C:26]=2[Cl:32])[CH:22]=[N:21][CH:20]=1.C(=O)([O-])[O-].[Cs+].[Cs+]. Product: [CH2:14]([N:9]1[C:8]([C:5]2[CH:4]=[CH:3][C:2]([Cl:1])=[CH:7][CH:6]=2)=[N:12][N:11]([CH2:18][C:19]2[N:23]([CH2:24][C:25]3[C:26]([Cl:32])=[CH:27][CH:28]=[CH:29][C:30]=3[Cl:31])[CH:22]=[N:21][CH:20]=2)[C:10]1=[O:13])[CH:15]=[CH2:16]. The catalyst class is: 121.